Task: Predict the product of the given reaction.. Dataset: Forward reaction prediction with 1.9M reactions from USPTO patents (1976-2016) Given the reactants [CH3:1][C:2]1[C:9]([CH3:10])=[CH:8][CH:7]=[CH:6][C:3]=1[CH:4]=O.[CH:11]1([NH2:14])[CH2:13][CH2:12]1.C(=O)(O)[O-].[Na+].[BH4-].[Na+], predict the reaction product. The product is: [CH3:1][C:2]1[C:9]([CH3:10])=[CH:8][CH:7]=[CH:6][C:3]=1[CH2:4][NH:14][CH:11]1[CH2:13][CH2:12]1.